This data is from NCI-60 drug combinations with 297,098 pairs across 59 cell lines. The task is: Regression. Given two drug SMILES strings and cell line genomic features, predict the synergy score measuring deviation from expected non-interaction effect. (1) Drug 1: CCC1(CC2CC(C3=C(CCN(C2)C1)C4=CC=CC=C4N3)(C5=C(C=C6C(=C5)C78CCN9C7C(C=CC9)(C(C(C8N6C=O)(C(=O)OC)O)OC(=O)C)CC)OC)C(=O)OC)O.OS(=O)(=O)O. Drug 2: CS(=O)(=O)OCCCCOS(=O)(=O)C. Cell line: COLO 205. Synergy scores: CSS=5.15, Synergy_ZIP=-2.16, Synergy_Bliss=0.670, Synergy_Loewe=-10.6, Synergy_HSA=-10.5. (2) Drug 1: CC12CCC3C(C1CCC2=O)CC(=C)C4=CC(=O)C=CC34C. Drug 2: C(CCl)NC(=O)N(CCCl)N=O. Cell line: HCT116. Synergy scores: CSS=37.9, Synergy_ZIP=-0.125, Synergy_Bliss=3.46, Synergy_Loewe=-5.27, Synergy_HSA=3.17. (3) Drug 1: CN1CCC(CC1)COC2=C(C=C3C(=C2)N=CN=C3NC4=C(C=C(C=C4)Br)F)OC. Drug 2: COCCOC1=C(C=C2C(=C1)C(=NC=N2)NC3=CC=CC(=C3)C#C)OCCOC.Cl. Cell line: M14. Synergy scores: CSS=5.10, Synergy_ZIP=1.85, Synergy_Bliss=9.42, Synergy_Loewe=6.20, Synergy_HSA=6.50. (4) Drug 1: CC1C(C(CC(O1)OC2CC(CC3=C2C(=C4C(=C3O)C(=O)C5=C(C4=O)C(=CC=C5)OC)O)(C(=O)C)O)N)O.Cl. Drug 2: CCCS(=O)(=O)NC1=C(C(=C(C=C1)F)C(=O)C2=CNC3=C2C=C(C=N3)C4=CC=C(C=C4)Cl)F. Cell line: CCRF-CEM. Synergy scores: CSS=29.4, Synergy_ZIP=5.85, Synergy_Bliss=8.56, Synergy_Loewe=-36.3, Synergy_HSA=6.77. (5) Drug 1: CCCS(=O)(=O)NC1=C(C(=C(C=C1)F)C(=O)C2=CNC3=C2C=C(C=N3)C4=CC=C(C=C4)Cl)F. Drug 2: CC12CCC(CC1=CCC3C2CCC4(C3CC=C4C5=CN=CC=C5)C)O. Cell line: T-47D. Synergy scores: CSS=5.57, Synergy_ZIP=-1.23, Synergy_Bliss=4.15, Synergy_Loewe=-0.0868, Synergy_HSA=2.70.